The task is: Predict the product of the given reaction.. This data is from Forward reaction prediction with 1.9M reactions from USPTO patents (1976-2016). Given the reactants [NH2:1][C:2]1[C:7]2[NH:8][C:9]([NH:11][C:12]3[C:17]([Cl:18])=[CH:16][CH:15]=[CH:14][C:13]=3[Cl:19])=[N:10][C:6]=2[CH:5]=[C:4]([C:20]([O:22][CH3:23])=[O:21])[C:3]=1[OH:24].Cl.[CH:26]1([C:29](=N)OCC)[CH2:28][CH2:27]1, predict the reaction product. The product is: [CH:26]1([C:29]2[O:24][C:3]3[C:4]([C:20]([O:22][CH3:23])=[O:21])=[CH:5][C:6]4[N:10]=[C:9]([NH:11][C:12]5[C:17]([Cl:18])=[CH:16][CH:15]=[CH:14][C:13]=5[Cl:19])[NH:8][C:7]=4[C:2]=3[N:1]=2)[CH2:28][CH2:27]1.